Dataset: Reaction yield outcomes from USPTO patents with 853,638 reactions. Task: Predict the reaction yield, written as a fraction of the theoretical maximum amount of product (1.0 means a 100% yield; for example, 0.34 means a 34% yield). (1) The reactants are [Cl:1][C:2]1[C:3]([NH:18][C:19]2[CH:27]=[CH:26][C:25]([F:28])=[CH:24][C:20]=2[C:21]([OH:23])=O)=[CH:4][C:5]([NH:8][C:9]2[N:13]([CH:14]([CH3:16])[CH3:15])[N:12]=[C:11]([CH3:17])[CH:10]=2)=[N:6][CH:7]=1.C1C=CC2[N:37]([OH:38])N=NC=2C=1.[CH2:39](Cl)CCl.CCN(C(C)C)C(C)C. The catalyst is CN(C)C=O.C(O)(=O)C.O. The product is [Cl:1][C:2]1[C:3]([NH:18][C:19]2[CH:27]=[CH:26][C:25]([F:28])=[CH:24][C:20]=2[C:21]([NH:37][O:38][CH3:39])=[O:23])=[CH:4][C:5]([NH:8][C:9]2[N:13]([CH:14]([CH3:15])[CH3:16])[N:12]=[C:11]([CH3:17])[CH:10]=2)=[N:6][CH:7]=1. The yield is 0.487. (2) The reactants are Cl[C:2]1[N:7]=[CH:6][C:5]2[N:8]=[CH:9][N:10]([CH:11]3[CH2:15][CH2:14][CH2:13][CH2:12]3)[C:4]=2[CH:3]=1.[CH3:16][O:17][CH:18]1[CH2:23][CH2:22][N:21]([C:24]2[N:29]=[C:28]([NH2:30])[CH:27]=[CH:26][N:25]=2)[CH2:20][CH2:19]1. No catalyst specified. The product is [CH:11]1([N:10]2[C:4]3[CH:3]=[C:2]([NH:30][C:28]4[CH:27]=[CH:26][N:25]=[C:24]([N:21]5[CH2:20][CH2:19][CH:18]([O:17][CH3:16])[CH2:23][CH2:22]5)[N:29]=4)[N:7]=[CH:6][C:5]=3[N:8]=[CH:9]2)[CH2:15][CH2:14][CH2:13][CH2:12]1. The yield is 0.150. (3) The reactants are [NH2:1][C:2]1[N:10]=[C:9]2[C:5]([N:6]=[CH:7][N:8]2[C@@H:11]2[O:17][C@H:16]([CH2:18][OH:19])[C@@H:14]([OH:15])[C@@:12]2([CH3:20])[OH:13])=[C:4]([O:21][CH3:22])[N:3]=1.C1C(=O)N([Br:30])C(=O)C1. The catalyst is CO. The product is [NH2:1][C:2]1[N:10]=[C:9]2[C:5]([N:6]=[C:7]([Br:30])[N:8]2[C@H:11]2[C@:12]([CH3:20])([OH:13])[C@H:14]([OH:15])[C@@H:16]([CH2:18][OH:19])[O:17]2)=[C:4]([O:21][CH3:22])[N:3]=1. The yield is 0.880.